Dataset: Reaction yield outcomes from USPTO patents with 853,638 reactions. Task: Predict the reaction yield, written as a fraction of the theoretical maximum amount of product (1.0 means a 100% yield; for example, 0.34 means a 34% yield). The reactants are F[C:2]1[CH:7]=[C:6]([O:8][CH3:9])[CH:5]=[CH:4][N:3]=1.[F:10][C:11]1[CH:18]=[CH:17][CH:16]=[C:15]([F:19])[C:12]=1[CH2:13][OH:14].CC(C)([O-])C.[K+]. The catalyst is O1CCCC1. The product is [F:10][C:11]1[CH:18]=[CH:17][CH:16]=[C:15]([F:19])[C:12]=1[CH2:13][O:14][C:2]1[CH:7]=[C:6]([O:8][CH3:9])[CH:5]=[CH:4][N:3]=1. The yield is 0.660.